From a dataset of Reaction yield outcomes from USPTO patents with 853,638 reactions. Predict the reaction yield, written as a fraction of the theoretical maximum amount of product (1.0 means a 100% yield; for example, 0.34 means a 34% yield). (1) The reactants are C[N:2]([CH3:19])[CH:3]=[CH:4][C:5]([C:7]1[CH:8]=[C:9]([N:13]([CH2:17][CH3:18])[C:14](=[O:16])[CH3:15])[CH:10]=[CH:11][CH:12]=1)=O.N[C:21]1[C:25]([C:26]#[N:27])=C[NH:23][N:22]=1.P(=O)(O)(O)O. The catalyst is O.C(O)C. The product is [CH3:18][CH2:17][N:13]([C:14]([CH3:15])=[O:16])[C:9]1[CH:10]=[CH:11][CH:12]=[C:7]([C:5]2[N:23]3[N:22]=[CH:21][C:25]([C:26]#[N:27])=[C:19]3[N:2]=[CH:3][CH:4]=2)[CH:8]=1. The yield is 0.902. (2) The reactants are [CH3:1][N:2]1[CH2:7][CH2:6][N:5]([C:8]2[C:13]([CH2:14][N:15]3[CH2:19][CH2:18][CH2:17][CH2:16]3)=[CH:12][C:11]([N+:20]([O-])=O)=[CH:10][C:9]=2[CH3:23])[CH2:4][CH2:3]1.C([O-])=O.[NH4+]. The catalyst is CCO.[Pd]. The product is [CH3:23][C:9]1[CH:10]=[C:11]([CH:12]=[C:13]([CH2:14][N:15]2[CH2:19][CH2:18][CH2:17][CH2:16]2)[C:8]=1[N:5]1[CH2:4][CH2:3][N:2]([CH3:1])[CH2:7][CH2:6]1)[NH2:20]. The yield is 1.00. (3) The reactants are [CH3:1][O:2][C:3]1[CH:4]=[C:5]([C:11]2[C:19]3[C:14](=[CH:15][CH:16]=[C:17]([C:20]#[N:21])[CH:18]=3)[NH:13][N:12]=2)[CH:6]=[CH:7][C:8]=1[O:9][CH3:10].C([Sn]([N:35]=[N+:36]=[N-:37])(CCCC)CCCC)CCC.[OH-].[Na+]. The catalyst is C1(C)C=CC=CC=1. The product is [N:21]1[NH:35][N:36]=[N:37][C:20]=1[C:17]1[CH:18]=[C:19]2[C:14](=[CH:15][CH:16]=1)[NH:13][N:12]=[C:11]2[C:5]1[CH:6]=[CH:7][C:8]([O:9][CH3:10])=[C:3]([O:2][CH3:1])[CH:4]=1. The yield is 0.530. (4) The catalyst is CCO. The yield is 0.670. The product is [Cl:1][C:2]1[NH:10][C:9]2[C:8](=[O:11])[N:7]([CH2:12][CH2:13][CH2:14][C:15]3[O:42][N:41]=[C:40]([CH2:39][C:33]4[CH:34]=[CH:35][C:36]([F:38])=[CH:37][C:32]=4[Cl:31])[N:43]=3)[C:6](=[O:21])[N:5]([CH2:22][CH2:23][CH2:24][CH2:25][CH3:26])[C:4]=2[N:3]=1. The reactants are [Cl:1][C:2]1[NH:10][C:9]2[C:8](=[O:11])[N:7]([CH2:12][CH2:13][CH2:14][CH2:15]C(OCC)=O)[C:6](=[O:21])[N:5]([CH2:22][CH2:23][CH2:24][CH2:25][CH3:26])[C:4]=2[N:3]=1.CC[O-].[Na+].[Cl:31][C:32]1[CH:37]=[C:36]([F:38])[CH:35]=[CH:34][C:33]=1[CH2:39]/[C:40](=[N:43]/[H])/[NH:41][OH:42].